Dataset: Forward reaction prediction with 1.9M reactions from USPTO patents (1976-2016). Task: Predict the product of the given reaction. (1) Given the reactants [Na].C(O[C:5](=[O:11])[C:6]([O:8][CH2:9][CH3:10])=[O:7])C.[CH3:12][C:13]1[CH:14]=[C:15]([CH:18]=[CH:19][C:20]=1[N+:21]([O-:23])=[O:22])[C:16]#[N:17].Cl, predict the reaction product. The product is: [CH2:9]([O:8][C:6](=[O:7])[C:5](=[O:11])[CH2:12][C:13]1[CH:14]=[C:15]([C:16]#[N:17])[CH:18]=[CH:19][C:20]=1[N+:21]([O-:23])=[O:22])[CH3:10]. (2) Given the reactants Cl.[F:2][C:3]1([F:13])[CH2:7][NH:6][C@@H:5]([CH2:8][CH2:9][C:10]([OH:12])=[O:11])[CH2:4]1.Br[CH2:15][C:16]1[NH:21][C:20]([C:22]2[S:23][CH:24]=[CH:25][N:26]=2)=[N:19][C@@H:18]([C:27]2[CH:32]=[CH:31][C:30]([Cl:33])=[CH:29][C:28]=2[Cl:34])[C:17]=1[C:35]([O:37][CH3:38])=[O:36].C(=O)([O-])[O-].[K+].[K+], predict the reaction product. The product is: [Cl:34][C:28]1[CH:29]=[C:30]([Cl:33])[CH:31]=[CH:32][C:27]=1[C@@H:18]1[N:19]=[C:20]([C:22]2[S:23][CH:24]=[CH:25][N:26]=2)[NH:21][C:16]([CH2:15][N:6]2[CH2:7][C:3]([F:2])([F:13])[CH2:4][C@@H:5]2[CH2:8][CH2:9][C:10]([OH:12])=[O:11])=[C:17]1[C:35]([O:37][CH3:38])=[O:36].